This data is from Experimentally validated miRNA-target interactions with 360,000+ pairs, plus equal number of negative samples. The task is: Binary Classification. Given a miRNA mature sequence and a target amino acid sequence, predict their likelihood of interaction. (1) The miRNA is hsa-miR-223-5p with sequence CGUGUAUUUGACAAGCUGAGUU. The protein sequence of the target gene is MCKGLAALPHSCLERAKEIKIKLGILLQKPDSVGDLVIPYNEKPEKPAKTQKTSLDEALQWRDSLDKLLQNNYGLASFKSFLKSEFSEENLEFWIACEDYKKIKSPAKMAEKAKQIYEEFIQTEAPKEVNIDHFTKDITMKNLVEPSLSSFDMAQKRIHALMEKDSLPRFVRSEFYQELIK. Result: 1 (interaction). (2) The miRNA is hsa-miR-4749-5p with sequence UGCGGGGACAGGCCAGGGCAUC. The protein sequence of the target gene is MTELQSALLLRRQLAELNKNPVEGFSAGLIDDNDLYRWEVLIIGPPDTLYEGGVFKAHLTFPKDYPLRPPKMKFITEIWHPNVDKNGDVCISILHEPGEDKYGYEKPEERWLPIHTVETIMISVISMLADPNGDSPANVDAAKEWREDRNGEFKRKVARCVRKSQETAFE. Result: 0 (no interaction).